From a dataset of Peptide-MHC class I binding affinity with 185,985 pairs from IEDB/IMGT. Regression. Given a peptide amino acid sequence and an MHC pseudo amino acid sequence, predict their binding affinity value. This is MHC class I binding data. (1) The peptide sequence is GEVFIAQSKG. The MHC is HLA-B40:02 with pseudo-sequence HLA-B40:02. The binding affinity (normalized) is 0.376. (2) The peptide sequence is TLYCVHQGI. The MHC is HLA-A29:02 with pseudo-sequence HLA-A29:02. The binding affinity (normalized) is 0. (3) The peptide sequence is DTLKVGNTY. The MHC is HLA-B27:05 with pseudo-sequence HLA-B27:05. The binding affinity (normalized) is 0.0847. (4) The peptide sequence is LTALRLCAY. The MHC is HLA-A24:02 with pseudo-sequence HLA-A24:02. The binding affinity (normalized) is 0.0323. (5) The peptide sequence is CARRRLRTL. The MHC is HLA-B08:01 with pseudo-sequence HLA-B08:01. The binding affinity (normalized) is 0.599. (6) The peptide sequence is NCINNTIAL. The MHC is H-2-Db with pseudo-sequence H-2-Db. The binding affinity (normalized) is 0.288. (7) The peptide sequence is VWAPLILAYFPVF. The MHC is HLA-A31:01 with pseudo-sequence HLA-A31:01. The binding affinity (normalized) is 0.0950. (8) The peptide sequence is VTTTNPLIRH. The MHC is HLA-A03:01 with pseudo-sequence HLA-A03:01. The binding affinity (normalized) is 0.0970.